This data is from Forward reaction prediction with 1.9M reactions from USPTO patents (1976-2016). The task is: Predict the product of the given reaction. (1) Given the reactants [NH2:1][C:2]1[C:3]([C:9]([NH:11][C:12]2[CH:13]=[N:14][CH:15]=[CH:16][CH:17]=2)=[O:10])=[N:4][C:5](Br)=[CH:6][N:7]=1.C(=O)([O-])[O-].[Na+].[Na+].C(Cl)Cl.O.[O:28]1[CH2:32][CH2:31][CH2:30][CH2:29]1, predict the reaction product. The product is: [NH2:1][C:2]1[C:3]([C:9]([NH:11][C:12]2[CH:13]=[N:14][CH:15]=[CH:16][CH:17]=2)=[O:10])=[N:4][C:5]([C:29]2[O:28][CH:32]=[CH:31][CH:30]=2)=[CH:6][N:7]=1. (2) Given the reactants [CH3:1][C:2]([C:4]1[C:9]([OH:10])=[C:8]([O:11][CH3:12])[C:7]2[O:13][CH:14]=[CH:15][C:6]=2[C:5]=1[O:16][CH3:17])=[O:3].C([O-])([O-])=O.[K+].[K+].[Br:24][CH2:25][CH2:26]Br, predict the reaction product. The product is: [C:2]([C:4]1[C:9]([O:10][CH2:26][CH2:25][Br:24])=[C:8]([O:11][CH3:12])[C:7]2[O:13][CH:14]=[CH:15][C:6]=2[C:5]=1[O:16][CH3:17])(=[O:3])[CH3:1]. (3) Given the reactants Cl[C:2]1[N:10]=[C:9](Cl)[CH:8]=[CH:7][C:3]=1[C:4]([NH2:6])=[O:5].[NH2:12][C:13]1[CH:18]=[CH:17][C:16]([NH:19][C:20](=[O:25])[C:21]([CH3:24])([CH3:23])[CH3:22])=[CH:15][CH:14]=1.C(O[C:31](=[O:38])[NH:32][C@@H:33]1[CH2:37][CH2:36][NH:35][CH2:34]1)(C)(C)C.[C:39](O)(=O)[CH:40]=C, predict the reaction product. The product is: [C:31]([NH:32][C@H:33]1[CH2:37][CH2:36][N:35]([C:9]2[CH:8]=[CH:7][C:3]([C:4]([NH2:6])=[O:5])=[C:2]([NH:12][C:13]3[CH:14]=[CH:15][C:16]([NH:19][C:20](=[O:25])[C:21]([CH3:22])([CH3:24])[CH3:23])=[CH:17][CH:18]=3)[N:10]=2)[CH2:34]1)(=[O:38])[CH:39]=[CH2:40]. (4) Given the reactants C[O:2][C:3]([C:5]1[C:6]2[CH2:7][C:8]([CH3:29])([CH3:28])[CH:9]([C:16]3[CH:21]=[CH:20][CH:19]=[C:18]([N:22]4[CH2:27][CH2:26][O:25][CH2:24][CH2:23]4)[CH:17]=3)[NH:10][C:11]=2[CH:12]=[C:13]([F:15])[CH:14]=1)=[O:4].[OH-].[Na+].Cl, predict the reaction product. The product is: [F:15][C:13]1[CH:14]=[C:5]([C:3]([OH:4])=[O:2])[C:6]2[CH2:7][C:8]([CH3:29])([CH3:28])[CH:9]([C:16]3[CH:21]=[CH:20][CH:19]=[C:18]([N:22]4[CH2:23][CH2:24][O:25][CH2:26][CH2:27]4)[CH:17]=3)[NH:10][C:11]=2[CH:12]=1.